This data is from Catalyst prediction with 721,799 reactions and 888 catalyst types from USPTO. The task is: Predict which catalyst facilitates the given reaction. (1) Reactant: [F:1][C:2]1[CH:3]=[C:4]2[C:8](=[CH:9][CH:10]=1)[NH:7][C:6](=[O:11])[CH2:5]2.[CH3:12][C:13]([CH3:15])=O.N1CCCCC1. Product: [F:1][C:2]1[CH:3]=[C:4]2[C:8](=[CH:9][CH:10]=1)[NH:7][C:6](=[O:11])[C:5]2=[C:13]([CH3:15])[CH3:12]. The catalyst class is: 5. (2) Reactant: Br[C:2]1[CH:3]=[C:4]2[C:9](=[CH:10][CH:11]=1)[N:8]=[C:7]([C:12]1[CH:17]=[CH:16][CH:15]=[CH:14][CH:13]=1)[C:6]([O:18][CH3:19])=[CH:5]2.[Li]CCCC.[CH3:25][C:26]1[S:27][C:28]([C:32]([C:34]2[N:38]([CH3:39])[N:37]=[N:36][CH:35]=2)=[O:33])=[C:29]([CH3:31])[N:30]=1. Product: [CH3:25][C:26]1[S:27][C:28]([C:32]([C:2]2[CH:3]=[C:4]3[C:9](=[CH:10][CH:11]=2)[N:8]=[C:7]([C:12]2[CH:17]=[CH:16][CH:15]=[CH:14][CH:13]=2)[C:6]([O:18][CH3:19])=[CH:5]3)([C:34]2[N:38]([CH3:39])[N:37]=[N:36][CH:35]=2)[OH:33])=[C:29]([CH3:31])[N:30]=1. The catalyst class is: 1. (3) The catalyst class is: 2. Product: [CH2:1]([C@H:7]1[C@@H:12]([O:13][CH:27]2[CH2:28][CH2:29][CH2:30][CH2:31][O:26]2)[CH2:11][C@@H:10]([CH2:14][CH2:15][CH2:16][CH2:17][CH2:18][CH2:19][CH2:20][CH2:21][CH2:22][CH2:23][CH3:24])[O:9][C:8]1=[O:25])[CH2:2][CH2:3][CH2:4][CH2:5][CH3:6]. Reactant: [CH2:1]([C@H:7]1[C@@H:12]([OH:13])[CH2:11][C@@H:10]([CH2:14][CH2:15][CH2:16][CH2:17][CH2:18][CH2:19][CH2:20][CH2:21][CH2:22][CH2:23][CH3:24])[O:9][C:8]1=[O:25])[CH2:2][CH2:3][CH2:4][CH2:5][CH3:6].[O:26]1[CH:31]=[CH:30][CH2:29][CH2:28][CH2:27]1.O.C1(C)C=CC(S(O)(=O)=O)=CC=1. (4) Reactant: [NH2:1][O:2][CH2:3][C:4]([N:6]([CH3:8])[CH3:7])=[O:5].[Cl:9][C:10]1[CH:37]=[C:36]([CH3:38])[C:13]2[N:14]=[C:15]([C:19]3[CH:24]=[CH:23][C:22]([C:25]([F:28])([F:27])[F:26])=[CH:21][C:20]=3[C:29]3[C:34]([Cl:35])=[CH:33][CH:32]=[CH:31][N:30]=3)[O:16][C:17](=[O:18])[C:12]=2[CH:11]=1. Product: [Cl:9][C:10]1[CH:37]=[C:36]([CH3:38])[C:13]([NH:14][C:15](=[O:16])[C:19]2[CH:24]=[CH:23][C:22]([C:25]([F:27])([F:26])[F:28])=[CH:21][C:20]=2[C:29]2[C:34]([Cl:35])=[CH:33][CH:32]=[CH:31][N:30]=2)=[C:12]([CH:11]=1)[C:17]([NH:1][O:2][CH2:3][C:4](=[O:5])[N:6]([CH3:8])[CH3:7])=[O:18]. The catalyst class is: 1. (5) Reactant: [Cl:1][C:2]1[C:7]2[NH:8][C:9](=[O:12])[N:10]([CH3:11])[C:6]=2[C:5]([C:13]([NH2:15])=O)=[CH:4][CH:3]=1.S(Cl)(Cl)=O.C(=O)([O-])O.[Na+]. The catalyst class is: 9. Product: [Cl:1][C:2]1[C:7]2[NH:8][C:9](=[O:12])[N:10]([CH3:11])[C:6]=2[C:5]([C:13]#[N:15])=[CH:4][CH:3]=1.